From a dataset of Reaction yield outcomes from USPTO patents with 853,638 reactions. Predict the reaction yield, written as a fraction of the theoretical maximum amount of product (1.0 means a 100% yield; for example, 0.34 means a 34% yield). (1) The reactants are [C:1]([O:5][C:6](=[O:20])[NH:7][C@@H:8]1[C:14](=[O:15])[NH:13][C:12]2[CH:16]=[CH:17][CH:18]=[CH:19][C:11]=2[NH:10][CH2:9]1)([CH3:4])([CH3:3])[CH3:2].C[Si]([N-][Si](C)(C)C)(C)C.[Li+].Br[CH2:32][CH:33]1[CH2:35][CH2:34]1. The catalyst is O1CCCC1. The product is [C:1]([O:5][C:6](=[O:20])[NH:7][C@@H:8]1[C:14](=[O:15])[N:13]([CH2:32][CH:33]2[CH2:35][CH2:34]2)[C:12]2[CH:16]=[CH:17][CH:18]=[CH:19][C:11]=2[NH:10][CH2:9]1)([CH3:4])([CH3:2])[CH3:3]. The yield is 0.400. (2) The reactants are [CH3:1][O:2][C:3](=[O:21])[C:4]([NH:7][C:8]([C:10]1[CH:19]=[CH:18][C:17]2[C:12](=[CH:13][CH:14]=[CH:15][CH:16]=2)[C:11]=1Br)=[O:9])([CH3:6])[CH3:5].[Cl:22][C:23]1[CH:28]=[CH:27][C:26](/[CH:29]=[CH:30]/B(O)O)=[CH:25][CH:24]=1.[F-].[Cs+]. The catalyst is CO.C1C=CC([P]([Pd]([P](C2C=CC=CC=2)(C2C=CC=CC=2)C2C=CC=CC=2)([P](C2C=CC=CC=2)(C2C=CC=CC=2)C2C=CC=CC=2)[P](C2C=CC=CC=2)(C2C=CC=CC=2)C2C=CC=CC=2)(C2C=CC=CC=2)C2C=CC=CC=2)=CC=1. The product is [CH3:1][O:2][C:3](=[O:21])[C:4]([NH:7][C:8]([C:10]1[CH:19]=[CH:18][C:17]2[C:12](=[CH:13][CH:14]=[CH:15][CH:16]=2)[C:11]=1/[CH:30]=[CH:29]/[C:26]1[CH:27]=[CH:28][C:23]([Cl:22])=[CH:24][CH:25]=1)=[O:9])([CH3:6])[CH3:5]. The yield is 0.650. (3) The reactants are [CH3:1][O:2][C:3]1[CH:8]=[N:7][C:6]([N:9]2[CH:13]=[N:12][C:11]([C:14]#N)=[N:10]2)=[C:5]2[NH:16][CH:17]=[CH:18][C:4]=12.[C:19]([O-])([O-])=[O:20].[K+].[K+].Cl.C[OH:27]. The catalyst is O. The product is [CH3:1][O:2][C:3]1[CH:8]=[N:7][C:6]([N:9]2[CH:13]=[N:12][C:11]([C:14]([O:20][CH3:19])=[O:27])=[N:10]2)=[C:5]2[NH:16][CH:17]=[CH:18][C:4]=12. The yield is 0.910. (4) The reactants are [C:1]([C:5]1[CH:10]=[C:9]([C:11]2[CH:16]=[CH:15][CH:14]=[CH:13][C:12]=2[O:17][CH2:18][CH3:19])[C:8]([N+:20]([O-])=O)=[CH:7][C:6]=1[OH:23])([CH3:4])([CH3:3])[CH3:2]. The catalyst is CO.[Ni]. The product is [C:1]([C:5]1[CH:10]=[C:9]([C:11]2[CH:16]=[CH:15][CH:14]=[CH:13][C:12]=2[O:17][CH2:18][CH3:19])[C:8]([NH2:20])=[CH:7][C:6]=1[OH:23])([CH3:3])([CH3:2])[CH3:4]. The yield is 0.920. (5) The reactants are [C:1]([O:5][C:6](=[O:22])[NH:7][CH2:8][CH2:9][C:10]1[C:18]2[C:13](=[CH:14][C:15]([N+:19]([O-])=O)=[CH:16][CH:17]=2)[NH:12][CH:11]=1)([CH3:4])([CH3:3])[CH3:2]. The catalyst is CCO.[Ni]. The product is [C:1]([O:5][C:6](=[O:22])[NH:7][CH2:8][CH2:9][C:10]1[C:18]2[C:13](=[CH:14][C:15]([NH2:19])=[CH:16][CH:17]=2)[NH:12][CH:11]=1)([CH3:4])([CH3:2])[CH3:3]. The yield is 0.670. (6) The reactants are [OH:1][CH2:2][C:3]1[O:4][C:5]2[CH:11]=[CH:10][C:9]([C:12]#[N:13])=[CH:8][C:6]=2[CH:7]=1.Cl.[NH2:15][OH:16].C(N(CC)C(C)C)(C)C. The catalyst is C(O)C. The product is [OH:16][NH:15][C:12]([C:9]1[CH:10]=[CH:11][C:5]2[O:4][C:3]([CH2:2][OH:1])=[CH:7][C:6]=2[CH:8]=1)=[NH:13]. The yield is 0.760. (7) The reactants are [CH3:1][CH:2]([CH:9]=[CH2:10])[CH2:3][CH2:4][CH2:5][C@H:6]([OH:8])[CH3:7].[CH3:11][C:12]1[CH:17]=[CH:16][C:15]([S:18](Cl)(=[O:20])=[O:19])=[CH:14][CH:13]=1. The catalyst is N1C=CC=CC=1.CN(C1C=CN=CC=1)C. The product is [CH3:11][C:12]1[CH:17]=[CH:16][C:15]([S:18]([O:8][C@@H:6]([CH2:5][CH2:4][CH2:3][CH:2]([CH3:1])[CH:9]=[CH2:10])[CH3:7])(=[O:20])=[O:19])=[CH:14][CH:13]=1. The yield is 0.320.